From a dataset of Peptide-MHC class I binding affinity with 185,985 pairs from IEDB/IMGT. Regression. Given a peptide amino acid sequence and an MHC pseudo amino acid sequence, predict their binding affinity value. This is MHC class I binding data. (1) The peptide sequence is PIDWKVCQR. The MHC is Patr-A0401 with pseudo-sequence Patr-A0401. The binding affinity (normalized) is 0.432. (2) The peptide sequence is HVIQNAFRK. The MHC is HLA-B40:01 with pseudo-sequence HLA-B40:01. The binding affinity (normalized) is 0.213. (3) The peptide sequence is FFSYLMKDK. The MHC is HLA-B53:01 with pseudo-sequence HLA-B53:01. The binding affinity (normalized) is 0. (4) The peptide sequence is HTQGYFPDW. The MHC is HLA-B35:01 with pseudo-sequence HLA-B35:01. The binding affinity (normalized) is 0. (5) The peptide sequence is NSSKVSQNY. The MHC is HLA-B07:02 with pseudo-sequence HLA-B07:02. The binding affinity (normalized) is 0.